From a dataset of Full USPTO retrosynthesis dataset with 1.9M reactions from patents (1976-2016). Predict the reactants needed to synthesize the given product. (1) Given the product [CH3:22][C:23]1[CH:28]=[CH:27][C:26]([C:2]2[S:6][C:5]([S:7]([NH:10][C:11]3[CH:16]=[CH:15][CH:14]=[C:13]([C:17]4[NH:21][N:20]=[N:19][N:18]=4)[CH:12]=3)(=[O:9])=[O:8])=[CH:4][CH:3]=2)=[CH:25][CH:24]=1, predict the reactants needed to synthesize it. The reactants are: Br[C:2]1[S:6][C:5]([S:7]([NH:10][C:11]2[CH:16]=[CH:15][CH:14]=[C:13]([C:17]3[NH:21][N:20]=[N:19][N:18]=3)[CH:12]=2)(=[O:9])=[O:8])=[CH:4][CH:3]=1.[CH3:22][C:23]1[CH:28]=[CH:27][C:26](B(O)O)=[CH:25][CH:24]=1. (2) Given the product [Cl:30][C:31]1[CH:32]=[CH:33][C:34]([OH:39])=[C:35]([CH:38]=1)[CH:36]=[C:10]1[S:9][C:8](=[O:13])[N:7]([CH2:6][C:5]2[CH:4]=[C:3]([C:2]([F:1])([F:21])[F:22])[CH:16]=[C:15]([C:17]([F:18])([F:19])[F:20])[CH:14]=2)[C:11]1=[O:12], predict the reactants needed to synthesize it. The reactants are: [F:1][C:2]([F:22])([F:21])[C:3]1[CH:4]=[C:5]([CH:14]=[C:15]([C:17]([F:20])([F:19])[F:18])[CH:16]=1)[CH2:6][N:7]1[C:11](=[O:12])[CH2:10][S:9][C:8]1=[O:13].C1(C)C=CC=CC=1.[Cl:30][C:31]1[CH:38]=[C:35]([CH:36]=O)[C:34]([OH:39])=[CH:33][CH:32]=1.